Dataset: Catalyst prediction with 721,799 reactions and 888 catalyst types from USPTO. Task: Predict which catalyst facilitates the given reaction. (1) Reactant: [CH3:1][N:2]([CH3:34])[C:3]([N:5]1[C:13]2[CH:12]=[CH:11][C:10]([C:14]([N:16]3[CH2:21][CH2:20][CH:19]([CH3:22])[CH2:18][CH2:17]3)=[O:15])=[CH:9][C:8]=2[C:7]2[CH2:23][N:24](C(OC(C)(C)C)=O)[CH2:25][CH2:26][C:6]1=2)=[O:4].[C:35]([OH:41])([C:37]([F:40])([F:39])[F:38])=[O:36]. Product: [OH:41][C:35]([C:37]([F:40])([F:39])[F:38])=[O:36].[CH3:34][N:2]([CH3:1])[C:3]([N:5]1[C:13]2[CH:12]=[CH:11][C:10]([C:14]([N:16]3[CH2:21][CH2:20][CH:19]([CH3:22])[CH2:18][CH2:17]3)=[O:15])=[CH:9][C:8]=2[C:7]2[CH2:23][NH:24][CH2:25][CH2:26][C:6]1=2)=[O:4]. The catalyst class is: 4. (2) The catalyst class is: 21. Product: [Br:1][C:2]1[C:3](=[O:17])[N:4]([CH2:9][C:10]2[CH:15]=[CH:14][CH:13]=[C:12]([F:16])[CH:11]=2)[CH:5]=[CH:6][C:7]=1[O:8][CH2:27][C:26]1[CH:29]=[CH:30][C:31]([F:33])=[CH:32][C:25]=1[F:24]. Reactant: [Br:1][C:2]1[C:3](=[O:17])[N:4]([CH2:9][C:10]2[CH:15]=[CH:14][CH:13]=[C:12]([F:16])[CH:11]=2)[CH:5]=[CH:6][C:7]=1[OH:8].C([O-])([O-])=O.[K+].[K+].[F:24][C:25]1[CH:32]=[C:31]([F:33])[CH:30]=[CH:29][C:26]=1[CH2:27]Br. (3) Reactant: Cl[C:2]1[S:3][C:4]2[CH:10]=[C:9]([O:11][CH3:12])[CH:8]=[CH:7][C:5]=2[N:6]=1.[CH:13]1([C@@H:19]([NH2:21])[CH3:20])[CH2:18][CH2:17][CH2:16][CH2:15][CH2:14]1.CCN(C(C)C)C(C)C. Product: [CH:13]1([C@@H:19]([NH:21][C:2]2[S:3][C:4]3[CH:10]=[C:9]([O:11][CH3:12])[CH:8]=[CH:7][C:5]=3[N:6]=2)[CH3:20])[CH2:18][CH2:17][CH2:16][CH2:15][CH2:14]1. The catalyst class is: 296. (4) Reactant: [N+:1]([C:4]1[CH:9]=[CH:8][C:7]([C:10]2[CH:14]=[C:13]([CH2:15][OH:16])[O:12][N:11]=2)=[CH:6][CH:5]=1)([O-])=O.[H][H]. Product: [NH2:1][C:4]1[CH:5]=[CH:6][C:7]([C:10]2[CH:14]=[C:13]([CH2:15][OH:16])[O:12][N:11]=2)=[CH:8][CH:9]=1. The catalyst class is: 63. (5) Reactant: [NH:1]1[C:5]([C:6]2[CH:7]=[C:8]([C:12]3[C:13]([OH:18])=[CH:14][CH:15]=[CH:16][CH:17]=3)[CH:9]=[CH:10][CH:11]=2)=[N:4][N:3]=[N:2]1.[N+:19]([O-])([OH:21])=[O:20].O. Product: [N+:19]([C:14]1[CH:15]=[CH:16][CH:17]=[C:12]([C:8]2[CH:9]=[CH:10][CH:11]=[C:6]([C:5]3[NH:1][N:2]=[N:3][N:4]=3)[CH:7]=2)[C:13]=1[OH:18])([O-:21])=[O:20]. The catalyst class is: 8. (6) Reactant: [CH3:1][O:2][C:3](=[O:47])[CH2:4][C:5]1[CH:10]=[C:9]([C:11]([F:14])([F:13])[F:12])[CH:8]=[CH:7][C:6]=1[C:15]#[C:16][C:17]1[C:22]([C:23]([F:26])([F:25])[F:24])=[CH:21][N:20]=[C:19]([NH:27][C:28]2[CH:33]=[CH:32][C:31]([CH:34]3[CH2:39][CH2:38][N:37]([C:40]([O:42][C:43]([CH3:46])([CH3:45])[CH3:44])=[O:41])[CH2:36][CH2:35]3)=[CH:30][CH:29]=2)[N:18]=1.OCC1(OC[C@@H](O)[C@@H](O)[C@H]1O)O. Product: [CH3:1][O:2][C:3](=[O:47])[CH2:4][C:5]1[CH:10]=[C:9]([C:11]([F:12])([F:13])[F:14])[CH:8]=[CH:7][C:6]=1[CH2:15][CH2:16][C:17]1[C:22]([C:23]([F:25])([F:26])[F:24])=[CH:21][N:20]=[C:19]([NH:27][C:28]2[CH:33]=[CH:32][C:31]([CH:34]3[CH2:39][CH2:38][N:37]([C:40]([O:42][C:43]([CH3:46])([CH3:45])[CH3:44])=[O:41])[CH2:36][CH2:35]3)=[CH:30][CH:29]=2)[N:18]=1. The catalyst class is: 394. (7) Reactant: [CH3:1][C@H:2]1[O:8][C@H:7]([O:9][P:10]([O:13][P:14]([O:17][CH2:18][C@H:19]2[O:23][C@@H:22]([N:24]3[C:28]4[NH:29][C:30]([NH2:34])=[N:31][C:32](=[O:33])[C:27]=4[N:26]=[CH:25]3)[C@H:21]([OH:35])[C@@H:20]2[OH:36])([OH:16])=[O:15])([OH:12])=[O:11])[C@@H:6]([OH:37])[C@@H:5]([OH:38])[C:3]1=[O:4].C1N([C@@H]2O[C@H](COP(OP(O[C@H]3O[C@H](CO)[C@@H](O)[C@H](O)[C@@H]3O)(O)=O)(O)=O)[C@@H](O)[C@H]2O)C2NC(N)=NC(=O)C=2N=1.O=C[C@@H]([C@H]([C@@H]([C@@H](CO)O)O)O)O.[Mg+2].[Cl-].[Cl-].C1N=C(N)C2N=CN([C@@H]3O[C@H](COP(OP(OC[C@H]4O[C@@H](N5C=C(C(N)=O)CC=C5)[C@H](O)[C@@H]4O)(O)=O)(O)=O)[C@@H](O)[C@H]3OP(O)(O)=O)C=2N=1. Product: [CH3:1][CH:2]1[O:8][CH:7]([O:9][P:10]([O:13][P:14]([O:17][CH2:18][CH:19]2[O:23][CH:22]([N:24]3[C:28]4[NH:29][C:30]([NH2:34])=[N:31][C:32](=[O:33])[C:27]=4[N:26]=[CH:25]3)[CH:21]([OH:35])[CH:20]2[OH:36])([OH:16])=[O:15])([OH:12])=[O:11])[CH:6]([OH:37])[CH:5]([OH:38])[CH:3]1[OH:4]. The catalyst class is: 6. (8) Reactant: [C:1]([NH:8][C:9]([N:18]1[CH:22]=[CH:21]C=N1)=[N:10][C:11]([O:13][C:14]([CH3:17])([CH3:16])[CH3:15])=[O:12])([O:3][C:4]([CH3:7])([CH3:6])[CH3:5])=[O:2].C(N)C[NH2:25]. Product: [C:11]([NH:10][C:9]([NH:8][C:1]([O:3][C:4]([CH3:5])([CH3:6])[CH3:7])=[O:2])=[N:18][CH2:22][CH2:21][NH2:25])([O:13][C:14]([CH3:15])([CH3:16])[CH3:17])=[O:12]. The catalyst class is: 1. (9) Reactant: C[O:2][C:3]1[N:11]([C:12]2[CH:17]=[CH:16][C:15]([C:18]3[N:19]([C:28]4[CH:29]=[N:30][C:31]([CH3:34])=[CH:32][CH:33]=4)[CH:20]=[C:21]([C:23]4[S:24][CH:25]=[CH:26][N:27]=4)[N:22]=3)=[CH:14][CH:13]=2)[C:6]2=[N:7][CH:8]=[CH:9][CH:10]=[C:5]2[N:4]=1.Cl.C([O-])(O)=O.[Na+]. Product: [CH3:34][C:31]1[N:30]=[CH:29][C:28]([N:19]2[CH:20]=[C:21]([C:23]3[S:24][CH:25]=[CH:26][N:27]=3)[N:22]=[C:18]2[C:15]2[CH:16]=[CH:17][C:12]([N:11]3[C:6]4=[N:7][CH:8]=[CH:9][CH:10]=[C:5]4[NH:4][C:3]3=[O:2])=[CH:13][CH:14]=2)=[CH:33][CH:32]=1. The catalyst class is: 12. (10) Reactant: C(N(C(C)C)CC)(C)C.Cl.CN(C)CCCN=C=NCC.[CH2:22]([N:29]1[C:37]2[C:32](=[CH:33][CH:34]=[CH:35][CH:36]=2)[C:31]([C:38](O)=[O:39])=[CH:30]1)[C:23]1[CH:28]=[CH:27][CH:26]=[CH:25][CH:24]=1.[C:41]([O:45][C:46]([C:48]1[C:56]2[CH2:55][CH2:54][N:53]([CH2:57][C:58]3[CH:63]=[CH:62][C:61]([O:64][CH3:65])=[CH:60][CH:59]=3)[CH:52]([CH2:66][NH2:67])[C:51]=2[S:50][C:49]=1[NH2:68])=[O:47])([CH3:44])([CH3:43])[CH3:42]. Product: [C:41]([O:45][C:46]([C:48]1[C:56]2[CH2:55][CH2:54][N:53]([CH2:57][C:58]3[CH:59]=[CH:60][C:61]([O:64][CH3:65])=[CH:62][CH:63]=3)[CH:52]([CH2:66][NH:67][C:38]([C:31]3[C:32]4[C:37](=[CH:36][CH:35]=[CH:34][CH:33]=4)[N:29]([CH2:22][C:23]4[CH:28]=[CH:27][CH:26]=[CH:25][CH:24]=4)[CH:30]=3)=[O:39])[C:51]=2[S:50][C:49]=1[NH2:68])=[O:47])([CH3:44])([CH3:42])[CH3:43]. The catalyst class is: 7.